From a dataset of Full USPTO retrosynthesis dataset with 1.9M reactions from patents (1976-2016). Predict the reactants needed to synthesize the given product. Given the product [Br:1][C:2]1[C:7]([N:32]2[CH2:37][CH2:36][CH2:35][C@H:34]([NH2:38])[CH2:33]2)=[N:6][C:5]([C:9]2[C:17]3[C:12](=[CH:13][N:14]=[C:15]([C:18]4[CH:19]=[N:20][CH:21]=[CH:22][CH:23]=4)[CH:16]=3)[NH:11][N:10]=2)=[CH:4][CH:3]=1, predict the reactants needed to synthesize it. The reactants are: [Br:1][C:2]1[CH:3]=[CH:4][C:5]([C:9]2[C:17]3[C:12](=[CH:13][N:14]=[C:15]([C:18]4[CH:19]=[N:20][CH:21]=[CH:22][CH:23]=4)[CH:16]=3)[N:11](COCC[Si](C)(C)C)[N:10]=2)=[N:6][C:7]=1F.[NH:32]1[CH2:37][CH2:36][CH2:35][C@H:34]([NH:38]C(=O)OC(C)(C)C)[CH2:33]1.